Predict the reactants needed to synthesize the given product. From a dataset of Full USPTO retrosynthesis dataset with 1.9M reactions from patents (1976-2016). (1) Given the product [Cl:1][C:2]1[CH:7]=[C:6]([Cl:8])[CH:5]=[CH:4][C:3]=1[C:9]1[C:10]([C:22]#[N:23])=[C:11]([N:16]2[CH2:21][CH2:20][O:19][CH2:18][CH2:17]2)[S:12][C:13]=1[C:14]1[NH:29][CH2:30][CH:31]([CH3:32])[N:33]=1, predict the reactants needed to synthesize it. The reactants are: [Cl:1][C:2]1[CH:7]=[C:6]([Cl:8])[CH:5]=[CH:4][C:3]=1[C:9]1[C:10]([C:22]#[N:23])=[C:11]([N:16]2[CH2:21][CH2:20][O:19][CH2:18][CH2:17]2)[S:12][C:13]=1[CH:14]=O.C(O)(C)(C)C.[NH2:29][CH2:30][CH:31]([NH2:33])[CH3:32].II.C(=O)([O-])[O-].[K+].[K+]. (2) Given the product [I:24]/[CH:3]=[CH:4]/[C:5]1[C:6](=[O:21])[NH:7][C:8](=[O:20])[N:9]([CH:19]=1)[C@@H:10]1[O:17][C@H:14]([CH2:15][OH:16])[C@@H:12]([OH:13])[C@H:11]1[F:18], predict the reactants needed to synthesize it. The reactants are: C[Si](C)(C)/[CH:3]=[CH:4]/[C:5]1[C:6](=[O:21])[NH:7][C:8](=[O:20])[N:9]([CH:19]=1)[C@@H:10]1[O:17][C@H:14]([CH2:15][OH:16])[C@@H:12]([OH:13])[C@H:11]1[F:18].[I:24]Cl. (3) Given the product [CH3:1][O:2][C:3]1[CH:8]=[CH:7][N:6]=[C:5]([CH2:9][CH2:10][C:11]2[NH:20][C:14]3=[N:15][CH:16]=[C:17]([C:26]4[CH:25]=[CH:24][C:23]([O:22][CH3:21])=[C:28]([O:29][CH3:30])[CH:27]=4)[CH:18]=[C:13]3[N:12]=2)[CH:4]=1, predict the reactants needed to synthesize it. The reactants are: [CH3:1][O:2][C:3]1[CH:8]=[CH:7][N:6]=[C:5]([CH2:9][CH2:10][C:11]2[NH:20][C:14]3=[N:15][CH:16]=[C:17](Br)[CH:18]=[C:13]3[N:12]=2)[CH:4]=1.[CH3:21][O:22][C:23]1[CH:24]=[C:25](B(O)O)[CH:26]=[CH:27][C:28]=1[O:29][CH3:30].C(=O)([O-])[O-].[K+].[K+].[Cl-].[Li+]. (4) Given the product [F:18][C:6]1[CH:5]=[C:4]([C@@H:2]([NH:1][C:20]2[N:25]=[C:24]([N:26]3[C@@H:30]([CH:31]([CH3:32])[CH3:33])[CH2:29][O:28][C:27]3=[O:34])[CH:23]=[CH:22][N:21]=2)[CH3:3])[CH:9]=[CH:8][C:7]=1[C:10]([N:12]1[CH2:13][CH2:14][CH2:15][CH2:16][CH2:17]1)=[O:11], predict the reactants needed to synthesize it. The reactants are: [NH2:1][C@H:2]([C:4]1[CH:9]=[CH:8][C:7]([C:10]([N:12]2[CH2:17][CH2:16][CH2:15][CH2:14][CH2:13]2)=[O:11])=[C:6]([F:18])[CH:5]=1)[CH3:3].Cl[C:20]1[N:25]=[C:24]([N:26]2[C@@H:30]([CH:31]([CH3:33])[CH3:32])[CH2:29][O:28][C:27]2=[O:34])[CH:23]=[CH:22][N:21]=1.CCN(C(C)C)C(C)C. (5) Given the product [Cl:21][C:17]1[CH:16]=[C:15]([C:14]2[O:13][N:12]=[C:2]([CH2:3][P:4](=[O:11])([O:8][CH2:9][CH3:10])[O:5][CH2:6][CH3:7])[N:1]=2)[CH:20]=[CH:19][CH:18]=1, predict the reactants needed to synthesize it. The reactants are: [NH2:1][C:2](=[N:12][O:13][C:14](=O)[C:15]1[CH:20]=[CH:19][CH:18]=[C:17]([Cl:21])[CH:16]=1)[CH2:3][P:4](=[O:11])([O:8][CH2:9][CH3:10])[O:5][CH2:6][CH3:7].CCCC[N+](CCCC)(CCCC)CCCC.[F-].